This data is from Reaction yield outcomes from USPTO patents with 853,638 reactions. The task is: Predict the reaction yield, written as a fraction of the theoretical maximum amount of product (1.0 means a 100% yield; for example, 0.34 means a 34% yield). (1) The reactants are [C:1]([O:9][C@@H:10]1[C@H:14]([CH2:15][O:16][C:17](=[O:24])[C:18]2[CH:23]=[CH:22][CH:21]=[CH:20][CH:19]=2)[O:13][C@H:12]([N:25]2[CH:33]=[N:32][C:31]3[C:26]2=[N:27][CH:28]=[N:29][C:30]=3[NH2:34])[CH2:11]1)(=[O:8])[C:2]1[CH:7]=[CH:6][CH:5]=[CH:4][CH:3]=1.[CH3:35][O:36][C:37]1[CH:56]=[CH:55][C:40]([C:41](Cl)([C:48]2[CH:53]=[CH:52][CH:51]=[CH:50][CH:49]=2)[C:42]2[CH:47]=[CH:46][CH:45]=[CH:44][CH:43]=2)=[CH:39][CH:38]=1.CO. The catalyst is N1C=CC=CC=1. The product is [CH3:35][O:36][C:37]1[CH:56]=[CH:55][C:40]([C:41]([NH:34][C:30]2[N:29]=[CH:28][N:27]=[C:26]3[C:31]=2[N:32]=[CH:33][N:25]3[C@H:12]2[O:13][C@@H:14]([CH2:15][O:16][C:17](=[O:24])[C:18]3[CH:23]=[CH:22][CH:21]=[CH:20][CH:19]=3)[C@@H:10]([O:9][C:1](=[O:8])[C:2]3[CH:3]=[CH:4][CH:5]=[CH:6][CH:7]=3)[CH2:11]2)([C:42]2[CH:43]=[CH:44][CH:45]=[CH:46][CH:47]=2)[C:48]2[CH:53]=[CH:52][CH:51]=[CH:50][CH:49]=2)=[CH:39][CH:38]=1. The yield is 0.720. (2) The product is [Br:60][CH2:37][C:36]([C@H:33]1[C@@H:24]2[C@@H:25]3[C@@:20]([CH3:49])([CH2:21][CH2:22][C@@:23]2([C:39]([O:41][Si:42]([C:45]([CH3:48])([CH3:47])[CH3:46])([CH3:43])[CH3:44])=[O:40])[CH2:35][CH2:34]1)[C@@:19]1([CH3:50])[C@@H:28]([C@:29]2([CH3:32])[C@@H:16]([CH2:17][CH2:18]1)[C:15]([CH3:52])([CH3:51])[C:14]([C:11]1[CH:12]=[CH:13][C:8]([C:6]([O:5][C:1]([CH3:4])([CH3:2])[CH3:3])=[O:7])=[CH:9][CH:10]=1)=[CH:31][CH2:30]2)[CH2:27][CH2:26]3)=[CH2:38]. The catalyst is C(Cl)(Cl)(Cl)Cl. The yield is 0.584. The reactants are [C:1]([O:5][C:6]([C:8]1[CH:13]=[CH:12][C:11]([C:14]2[C:15]([CH3:52])([CH3:51])[C@H:16]3[C@:29]([CH3:32])([CH2:30][CH:31]=2)[C@@H:28]2[C@:19]([CH3:50])([C@@:20]4([CH3:49])[C@H:25]([CH2:26][CH2:27]2)[C@H:24]2[C@H:33]([C:36]([CH3:38])=[CH2:37])[CH2:34][CH2:35][C@:23]2([C:39]([O:41][Si:42]([C:45]([CH3:48])([CH3:47])[CH3:46])([CH3:44])[CH3:43])=[O:40])[CH2:22][CH2:21]4)[CH2:18][CH2:17]3)=[CH:10][CH:9]=1)=[O:7])([CH3:4])([CH3:3])[CH3:2].C1C(=O)N([Br:60])C(=O)C1.